The task is: Predict the product of the given reaction.. This data is from Forward reaction prediction with 1.9M reactions from USPTO patents (1976-2016). (1) Given the reactants [Br:1][C:2]1[CH:3]=[CH:4][C:5]([O:15][C:16]2[C:17]([F:22])=[N:18][CH:19]=[CH:20][CH:21]=2)=[C:6]([CH:14]=1)[C:7]([N:9]([CH2:12][CH3:13])[CH2:10][CH3:11])=[O:8].C(N)(N)=[O:24].OO.FC(F)(F)C(OC(=O)C(F)(F)F)=O, predict the reaction product. The product is: [Br:1][C:2]1[CH:3]=[CH:4][C:5]([O:15][C:16]2[C:17]([F:22])=[N+:18]([O-:24])[CH:19]=[CH:20][CH:21]=2)=[C:6]([C:7](=[O:8])[N:9]([CH2:12][CH3:13])[CH2:10][CH3:11])[CH:14]=1. (2) Given the reactants Cl[C:2]1[CH:7]=[CH:6][C:5]([C:8]2[S:9][C:10]3[CH:16]=[C:15]([CH3:17])[CH:14]=[CH:13][C:11]=3[N:12]=2)=[CH:4][C:3]=1[C:18]([F:21])([F:20])[F:19].[C:22]1(B(O)O)[CH:27]=[CH:26][CH:25]=[CH:24][CH:23]=1.[F-].[K+].C1(P(C2C=CC=CC=2C2C=CC=CC=2)C2CCCCC2)CCCCC1, predict the reaction product. The product is: [CH3:17][C:15]1[CH:14]=[CH:13][C:11]2[N:12]=[C:8]([C:5]3[CH:6]=[CH:7][C:2]([C:22]4[CH:27]=[CH:26][CH:25]=[CH:24][CH:23]=4)=[C:3]([C:18]([F:21])([F:20])[F:19])[CH:4]=3)[S:9][C:10]=2[CH:16]=1. (3) Given the reactants [CH3:1][C:2]1([C:12]([O:14][CH2:15][CH3:16])=[O:13])[CH2:11][CH2:10][C:5]2(OCC[O:6]2)[CH2:4][CH2:3]1.CCO.O.Cl, predict the reaction product. The product is: [CH3:1][C:2]1([C:12]([O:14][CH2:15][CH3:16])=[O:13])[CH2:3][CH2:4][C:5](=[O:6])[CH2:10][CH2:11]1. (4) Given the reactants Cl.[F:2][C:3]([F:26])([C:22]([F:25])([F:24])[F:23])[CH2:4][CH2:5][CH2:6][CH2:7][CH2:8][CH2:9][C@@H:10]1[CH2:14][CH2:13][CH2:12][N:11]1C(OC(C)(C)C)=O, predict the reaction product. The product is: [F:26][C:3]([F:2])([C:22]([F:23])([F:24])[F:25])[CH2:4][CH2:5][CH2:6][CH2:7][CH2:8][CH2:9][C@@H:10]1[CH2:14][CH2:13][CH2:12][NH:11]1. (5) Given the reactants F[C:2]1[CH:9]=[CH:8][C:7]([N+:10]([O-])=O)=[CH:6][C:3]=1[C:4]#N.[N+:13]([C:16]1C=C(C=CC=1)CN)([O-])=O, predict the reaction product. The product is: [NH2:10][C:7]1[CH:6]=[C:3]2[C:2](=[CH:9][CH:8]=1)[NH:13][CH:16]=[CH:4]2. (6) The product is: [ClH:8].[Cl:8][CH2:9][C:10]1[N:5]=[C:4]([CH2:3][N:2]([CH3:7])[CH3:1])[S:6][CH:12]=1. Given the reactants [CH3:1][N:2]([CH3:7])[CH2:3][C:4](=[S:6])[NH2:5].[Cl:8][CH2:9][C:10]([CH2:12]Cl)=O.C(=O)(O)[O-].[Na+].S(Cl)(Cl)=O, predict the reaction product. (7) Given the reactants [CH3:1][C:2]1[CH:11]=[CH:10][C:9]2[C:4](=[CH:5][CH:6]=[CH:7][C:8]=2[N:12]2[CH2:17][CH2:16][NH:15][CH2:14][CH2:13]2)[N:3]=1.Cl[CH2:19][C:20]([C:22]1[CH:23]=[C:24]([F:33])[C:25]2[O:30][CH2:29][C:28](=[O:31])[NH:27][C:26]=2[CH:32]=1)=[O:21], predict the reaction product. The product is: [F:33][C:24]1[C:25]2[O:30][CH2:29][C:28](=[O:31])[NH:27][C:26]=2[CH:32]=[C:22]([C:20](=[O:21])[CH2:19][N:15]2[CH2:16][CH2:17][N:12]([C:8]3[CH:7]=[CH:6][CH:5]=[C:4]4[C:9]=3[CH:10]=[CH:11][C:2]([CH3:1])=[N:3]4)[CH2:13][CH2:14]2)[CH:23]=1. (8) Given the reactants O.NN.[CH3:4][NH:5][C:6]([C:8]1[C:9]2[C:10](=[O:33])[C@H:11]([O:29]C(=O)C)[C@@H:12]([C:23]3[CH:28]=[CH:27][CH:26]=[CH:25][CH:24]=3)[NH:13][C:14]=2[C:15]2[N:20]=[C:19]([CH3:21])[N:18]([CH3:22])[C:16]=2[CH:17]=1)=[O:7].O, predict the reaction product. The product is: [CH3:4][NH:5][C:6]([C:8]1[C:9]2[C:10](=[O:33])[C@H:11]([OH:29])[C@@H:12]([C:23]3[CH:28]=[CH:27][CH:26]=[CH:25][CH:24]=3)[NH:13][C:14]=2[C:15]2[N:20]=[C:19]([CH3:21])[N:18]([CH3:22])[C:16]=2[CH:17]=1)=[O:7]. (9) Given the reactants [CH:1]([N:4]1[C:8]([C:9]2[N:18]=[C:17]3[N:11]([CH2:12][CH2:13][O:14][C:15]4[CH:22]=[C:21](B5OC(C)(C)C(C)(C)O5)[CH:20]=[CH:19][C:16]=43)[CH:10]=2)=[N:7][C:6]([CH3:32])=[N:5]1)([CH3:3])[CH3:2].Br[C:34]1[N:35]=[CH:36][N:37]([CH2:39][C:40]([CH3:43])([OH:42])[CH3:41])[CH:38]=1, predict the reaction product. The product is: [CH:1]([N:4]1[C:8]([C:9]2[N:18]=[C:17]3[C:16]4[CH:19]=[CH:20][C:21]([C:34]5[N:35]=[CH:36][N:37]([CH2:39][C:40]([CH3:43])([OH:42])[CH3:41])[CH:38]=5)=[CH:22][C:15]=4[O:14][CH2:13][CH2:12][N:11]3[CH:10]=2)=[N:7][C:6]([CH3:32])=[N:5]1)([CH3:2])[CH3:3]. (10) Given the reactants [Cl:1][C:2]1[C:7]([F:8])=[CH:6][N:5]=[C:4]2[NH:9][CH:10]=[CH:11][C:3]=12.[H-].[Na+].[C:14]1([S:20](Cl)(=[O:22])=[O:21])[CH:19]=[CH:18][CH:17]=[CH:16][CH:15]=1, predict the reaction product. The product is: [Cl:1][C:2]1[C:7]([F:8])=[CH:6][N:5]=[C:4]2[N:9]([S:20]([C:14]3[CH:19]=[CH:18][CH:17]=[CH:16][CH:15]=3)(=[O:22])=[O:21])[CH:10]=[CH:11][C:3]=12.